From a dataset of Full USPTO retrosynthesis dataset with 1.9M reactions from patents (1976-2016). Predict the reactants needed to synthesize the given product. (1) Given the product [OH:1][C:2]1[CH:7]=[C:6]([O:8][CH2:18][C:17]2[CH:20]=[CH:21][C:14]([O:13][CH3:12])=[CH:15][CH:16]=2)[CH:5]=[CH:4][C:3]=1[C:9](=[O:11])[CH3:10], predict the reactants needed to synthesize it. The reactants are: [OH:1][C:2]1[CH:7]=[C:6]([OH:8])[CH:5]=[CH:4][C:3]=1[C:9](=[O:11])[CH3:10].[CH3:12][O:13][C:14]1[CH:21]=[CH:20][C:17]([CH2:18]Cl)=[CH:16][CH:15]=1.C(=O)([O-])[O-].[K+].[K+].[I-].[K+]. (2) Given the product [CH3:15][CH:13]1[CH2:12][CH2:11][C:10]2[C:3]3[C:2]([NH:26][C:18]4[CH:19]=[C:20]5[C:24](=[CH:25][C:17]=4[CH3:16])[NH:23][N:22]=[CH:21]5)=[N:7][CH:6]=[N:5][C:4]=3[S:8][C:9]=2[CH2:14]1, predict the reactants needed to synthesize it. The reactants are: Cl[C:2]1[C:3]2[C:10]3[CH2:11][CH2:12][CH:13]([CH3:15])[CH2:14][C:9]=3[S:8][C:4]=2[N:5]=[CH:6][N:7]=1.[CH3:16][C:17]1[CH:25]=[C:24]2[C:20]([CH:21]=[N:22][NH:23]2)=[CH:19][C:18]=1[NH2:26].